Dataset: Forward reaction prediction with 1.9M reactions from USPTO patents (1976-2016). Task: Predict the product of the given reaction. (1) Given the reactants Cl[C:2]1[C:3]2[CH:10]=[C:9]([C:11]3[CH:16]=[CH:15][C:14]([CH2:17][OH:18])=[CH:13][CH:12]=3)[NH:8][C:4]=2[N:5]=[CH:6][N:7]=1.[CH2:19]1[O:28][C:27]2[CH:26]=[CH:25][C:23]([NH2:24])=[CH:22][C:21]=2[O:20]1, predict the reaction product. The product is: [O:28]1[C:27]2[CH:26]=[CH:25][C:23]([NH:24][C:2]3[C:3]4[CH:10]=[C:9]([C:11]5[CH:16]=[CH:15][C:14]([CH2:17][OH:18])=[CH:13][CH:12]=5)[NH:8][C:4]=4[N:5]=[CH:6][N:7]=3)=[CH:22][C:21]=2[O:20][CH2:19]1. (2) Given the reactants C1(P(C2CCCCC2)C2C=CC=CC=2C2C=CC=CC=2)CCCCC1.Cl[C:27]1[CH:32]=[CH:31][N:30]=[C:29]([O:33][CH3:34])[CH:28]=1.[O:35]1[C:39]2([CH2:44][CH2:43][NH:42][CH2:41][CH2:40]2)[O:38][CH2:37][CH2:36]1.CC(C)([O-])C.[Na+], predict the reaction product. The product is: [CH3:34][O:33][C:29]1[CH:28]=[C:27]([N:42]2[CH2:43][CH2:44][C:39]3([O:38][CH2:37][CH2:36][O:35]3)[CH2:40][CH2:41]2)[CH:32]=[CH:31][N:30]=1. (3) Given the reactants [F:1][C:2]1[CH:11]=[CH:10][C:5]([C:6]([NH:8][NH2:9])=[O:7])=[CH:4][CH:3]=1.[CH2:12](C(CC)(CC)C([O-])([O-])[O-])[CH3:13], predict the reaction product. The product is: [F:1][C:2]1[CH:11]=[CH:10][C:5]([C:6]2[O:7][C:12]([CH3:13])=[N:9][N:8]=2)=[CH:4][CH:3]=1. (4) Given the reactants [CH3:1][C:2]([CH3:20])=[CH:3][C:4]1[CH:13]=[C:12]2[C:7]([CH:8]=[C:9]([NH:14][C:15]([CH:17]3[CH2:19][CH2:18]3)=[O:16])[N:10]=[CH:11]2)=[CH:6][CH:5]=1.C(OCC)(=O)C.C(O)C, predict the reaction product. The product is: [CH2:3]([C:4]1[CH:13]=[C:12]2[C:7]([CH:8]=[C:9]([NH:14][C:15]([CH:17]3[CH2:19][CH2:18]3)=[O:16])[N:10]=[CH:11]2)=[CH:6][CH:5]=1)[CH:2]([CH3:20])[CH3:1]. (5) Given the reactants C([O:4][CH2:5][C:6]([N:8]1[CH2:13][CH2:12][CH:11]([NH:14][C:15]([C:17]2[N:29]([CH3:30])[C:28]3[C:27]4[CH:26]=[CH:25][CH:24]=[CH:23][C:22]=4[N:21]([CH2:31][C:32]4[CH:37]=[CH:36][C:35]([Cl:38])=[CH:34][CH:33]=4)[C:20](=[O:39])[C:19]=3[C:18]=2[O:40][CH3:41])=[O:16])[CH2:10][CH2:9]1)=[O:7])(=O)C.C(=O)([O-])[O-].[K+].[K+].CO.O, predict the reaction product. The product is: [Cl:38][C:35]1[CH:34]=[CH:33][C:32]([CH2:31][N:21]2[C:22]3[CH:23]=[CH:24][CH:25]=[CH:26][C:27]=3[C:28]3[N:29]([CH3:30])[C:17]([C:15]([NH:14][CH:11]4[CH2:10][CH2:9][N:8]([C:6](=[O:7])[CH2:5][OH:4])[CH2:13][CH2:12]4)=[O:16])=[C:18]([O:40][CH3:41])[C:19]=3[C:20]2=[O:39])=[CH:37][CH:36]=1. (6) Given the reactants [NH2:1][C@@H:2]([CH2:32][C:33]1[CH:38]=[CH:37][CH:36]=[CH:35][C:34]=1[Cl:39])[C:3]([N:5]1[CH2:10][CH2:9][CH:8]([N:11]2[N:20]=[C:19]([C:21]3[CH:26]=[CH:25][C:24]([O:27][CH3:28])=[C:23]([O:29][CH3:30])[CH:22]=3)[C@@H:18]3[C@@H:13]([CH2:14][CH2:15][CH2:16][CH2:17]3)[C:12]2=[O:31])[CH2:7][CH2:6]1)=[O:4].[CH:40]1([CH2:43][O:44][C:45]2[CH:53]=[CH:52][C:48]3[O:49][CH2:50][O:51][C:47]=3[C:46]=2[C:54]2[C:55]3[NH:62][C:61]([CH3:63])=[C:60]([C:64](O)=[O:65])[C:56]=3[N:57]=[CH:58][N:59]=2)[CH2:42][CH2:41]1.CN(C(ON1N=NC2C=CC=CC1=2)=[N+](C)C)C.F[P-](F)(F)(F)(F)F.CCN(C(C)C)C(C)C.C(=O)(O)[O-].[Na+], predict the reaction product. The product is: [Cl:39][C:34]1[CH:35]=[CH:36][CH:37]=[CH:38][C:33]=1[CH2:32][C@H:2]([NH:1][C:64]([C:60]1[C:56]2[N:57]=[CH:58][N:59]=[C:54]([C:46]3[C:47]4[O:51][CH2:50][O:49][C:48]=4[CH:52]=[CH:53][C:45]=3[O:44][CH2:43][CH:40]3[CH2:42][CH2:41]3)[C:55]=2[NH:62][C:61]=1[CH3:63])=[O:65])[C:3]([N:5]1[CH2:6][CH2:7][CH:8]([N:11]2[N:20]=[C:19]([C:21]3[CH:26]=[CH:25][C:24]([O:27][CH3:28])=[C:23]([O:29][CH3:30])[CH:22]=3)[C@@H:18]3[C@@H:13]([CH2:14][CH2:15][CH2:16][CH2:17]3)[C:12]2=[O:31])[CH2:9][CH2:10]1)=[O:4].